Dataset: Kinase inhibitor binding affinity data with 442 proteins and 68 drugs (Kd values). Task: Regression. Given a target protein amino acid sequence and a drug SMILES string, predict the binding affinity score between them. We predict pKd (pKd = -log10(Kd in M); higher means stronger binding). Dataset: davis. (1) The small molecule is Cc1ccc(Nc2nccc(N(C)c3ccc4c(C)n(C)nc4c3)n2)cc1S(N)(=O)=O. The target protein (BTK) has sequence MAAVILESIFLKRSQQKKKTSPLNFKKRLFLLTVHKLSYYEYDFERGRRGSKKGSIDVEKITCVETVVPEKNPPPERQIPRRGEESSEMEQISIIERFPYPFQVVYDEGPLYVFSPTEELRKRWIHQLKNVIRYNSDLVQKYHPCFWIDGQYLCCSQTAKNAMGCQILENRNGSLKPGSSHRKTKKPLPPTPEEDQILKKPLPPEPAAAPVSTSELKKVVALYDYMPMNANDLQLRKGDEYFILEESNLPWWRARDKNGQEGYIPSNYVTEAEDSIEMYEWYSKHMTRSQAEQLLKQEGKEGGFIVRDSSKAGKYTVSVFAKSTGDPQGVIRHYVVCSTPQSQYYLAARNCLVNDQGVVKVSDFGLSRYVLDDEYTSSVGSKFPVRWSPPEVLMYSKFSSKSDIWAFGVLMWEIYSLGKMPYERFTNSETAEHIAQGLRLYRPHLASEKVYTIMYSCWHEKADERPTFKILLSNILDVMDEES. The pKd is 5.0. (2) The compound is COc1cc(N2CCC(N3CCN(C)CC3)CC2)ccc1Nc1ncc(Cl)c(Nc2ccccc2S(=O)(=O)C(C)C)n1. The target protein is PFCDPK1(Pfalciparum). The pKd is 6.2. (3) The compound is Cn1cnc2c(F)c(Nc3ccc(Br)cc3Cl)c(C(=O)NOCCO)cc21. The target protein (YSK4) has sequence MSSMPKPERHAESLLDICHDTNSSPTDLMTVTKNQNIILQSISRSEEFDQDGDCSHSTLVNEEEDPSGGRQDWQPRTEGVEITVTFPRDVSPPQEMSQEDLKEKNLINSSLQEWAQAHAVSHPNEIETVELRKKKLTMRPLVLQKEESSRELCNVNLGFLLPRSCLELNISKSVTREDAPHFLKEQQRKSEEFSTSHMKYSGRSIKFLLPPLSLLPTRSGVLTIPQNHKFPKEKERNIPSLTSFVPKLSVSVRQSDELSPSNEPPGALVKSLMDPTLRSSDGFIWSRNMCSFPKTNHHRQCLEKEENWKSKEIEECNKIEITHFEKGQSLVSFENLKEGNIPAVREEDIDCHGSKTRKPEEENSQYLSSRKNESSVAKNYEQDPEIVCTIPSKFQETQHSEITPSQDEEMRNNKAASKRVSLHKNEAMEPNNILEECTVLKSLSSVVFDDPIDKLPEGCSSMETNIKISIAERAKPEMSRMVPLIHITFPVDGSPKEPVI.... The pKd is 5.0. (4) The small molecule is CNC(=O)c1cc(Oc2ccc(NC(=O)Nc3ccc(Cl)c(C(F)(F)F)c3)cc2)ccn1. The pKd is 5.0. The target protein (SIK) has sequence MVIMSEFSADPAGQGQGQQKPLRVGFYDIERTLGKGNFAVVKLARHRVTKTQVAIKIIDKTRLDSSNLEKIYREVQLMKLLNHPHIIKLYQVMETKDMLYIVTEFAKNGEMFDYLTSNGHLSENEARKKFWQILSAVEYCHDHHIVHRDLKTENLLLDGNMDIKLADFGFGNFYKSGEPLSTWCGSPPYAAPEVFEGKEYEGPQLDIWSLGVVLYVLVCGSLPFDGPNLPTLRQRVLEGRFRIPFFMSQDCESLIRRMLVVDPARRITIAQIRQHRWMRAEPCLPGPACPAFSAHSYTSNLGDYDEQALGIMQTLGVDRQRTVESLQNSSYNHFAAIYYLLLERLKEYRNAQCARPGPARQPRPRSSDLSGLEVPQEGLSTDPFRPALLCPQPQTLVQSVLQAEMDCELQSSLQWPLFFPVDASCSGVFRPRPVSPSSLLDTAISEEARQGPGLEEEQDTQESLPSSTGRRHTLAEVSTRLSPLTAPCIVVSPSTTASPA....